This data is from Full USPTO retrosynthesis dataset with 1.9M reactions from patents (1976-2016). The task is: Predict the reactants needed to synthesize the given product. (1) Given the product [F:2][C:3]1[CH:8]=[CH:7][C:6]([CH:9]2[CH2:14][CH2:13][N:12]([C:15]([C:17]3[C:21]4[CH2:22][N:23]([S:40]([CH3:39])(=[O:42])=[O:41])[CH2:24][CH2:25][C:20]=4[NH:19][N:18]=3)=[O:16])[CH2:11][CH2:10]2)=[C:5]([C:26]([F:29])([F:27])[F:28])[CH:4]=1, predict the reactants needed to synthesize it. The reactants are: Cl.[F:2][C:3]1[CH:8]=[CH:7][C:6]([CH:9]2[CH2:14][CH2:13][N:12]([C:15]([C:17]3[C:21]4[CH2:22][NH:23][CH2:24][CH2:25][C:20]=4[NH:19][N:18]=3)=[O:16])[CH2:11][CH2:10]2)=[C:5]([C:26]([F:29])([F:28])[F:27])[CH:4]=1.C(N(C(C)C)CC)(C)C.[CH3:39][S:40](Cl)(=[O:42])=[O:41]. (2) Given the product [C:1]1([C:7]([N:13]2[CH2:14][CH2:15][S:16][CH2:17][CH2:18]2)([CH3:12])[C:8]([O:10][C@@H:11]2[CH:22]3[CH2:23][CH2:24][N:19]([CH2:20][CH2:21]3)[CH2:26]2)=[O:9])[CH:6]=[CH:5][CH:4]=[CH:3][CH:2]=1, predict the reactants needed to synthesize it. The reactants are: [C:1]1([C:7]([N:13]2[CH2:18][CH2:17][S:16][CH2:15][CH2:14]2)([CH3:12])[C:8]([O:10][CH3:11])=[O:9])[CH:6]=[CH:5][CH:4]=[CH:3][CH:2]=1.[N:19]12[CH2:26]C[CH:22]([CH2:23][CH2:24]1)[C@@H:21](O)[CH2:20]2.